Predict the reaction yield, written as a fraction of the theoretical maximum amount of product (1.0 means a 100% yield; for example, 0.34 means a 34% yield). From a dataset of Reaction yield outcomes from USPTO patents with 853,638 reactions. (1) The reactants are [C:1]([C:5]1[CH:10]=[CH:9][C:8]([N:11]([CH2:17][CH2:18][C:19]([O:21]CC)=O)[C:12](=[O:16])[CH2:13][C:14]#[N:15])=[CH:7][CH:6]=1)([CH3:4])([CH3:3])[CH3:2]. The catalyst is CO. The product is [C:1]([C:5]1[CH:6]=[CH:7][C:8]([N:11]2[CH2:17][CH2:18][C:19]([OH:21])=[C:13]([C:14]#[N:15])[C:12]2=[O:16])=[CH:9][CH:10]=1)([CH3:3])([CH3:4])[CH3:2]. The yield is 0.830. (2) The reactants are [N:1]1[CH:6]=[CH:5][C:4]([NH:7][C:8]2[CH:16]=[CH:15][C:11]([C:12]([OH:14])=O)=[CH:10][CH:9]=2)=[CH:3][CH:2]=1.CN(C=O)C.[N+:22]([C:25]1[CH:31]=[CH:30][C:28]([NH2:29])=[CH:27][CH:26]=1)([O-:24])=[O:23].N. The catalyst is O=S(Cl)Cl.O.CCN(CC)CC.N1C=CC=CC=1. The product is [N+:22]([C:25]1[CH:31]=[CH:30][C:28]([NH:29][C:12](=[O:14])[C:11]2[CH:10]=[CH:9][C:8]([NH:7][C:4]3[CH:3]=[CH:2][N:1]=[CH:6][CH:5]=3)=[CH:16][CH:15]=2)=[CH:27][CH:26]=1)([O-:24])=[O:23]. The yield is 0.320. (3) The reactants are [Cl:1][C:2]1[CH:3]=[CH:4][C:5]([OH:11])=[C:6]([C:8](=[O:10])[CH3:9])[CH:7]=1.CO[CH:14](OC)[N:15]([CH3:17])[CH3:16]. The catalyst is CC(O)C. The product is [Cl:1][C:2]1[CH:3]=[CH:4][C:5]([OH:11])=[C:6]([C:8](=[O:10])/[CH:9]=[CH:14]/[N:15]([CH3:17])[CH3:16])[CH:7]=1. The yield is 0.720. (4) The reactants are [CH3:1][C:2]1([CH3:8])[NH:6][NH:5][C:4](=[O:7])[CH2:3]1.[ClH:9]. The catalyst is CCOCC. The product is [ClH:9].[CH3:1][C:2]1([CH3:8])[NH:6][NH:5][C:4](=[O:7])[CH2:3]1. The yield is 1.00. (5) The reactants are Cl[C:2]1[N:10]=[C:9](Cl)[CH:8]=[CH:7][C:3]=1[C:4]([NH2:6])=[O:5].[CH3:12][N:13]1[CH2:18][CH2:17][CH:16]([C:19]2[CH:25]=[CH:24][C:22]([NH2:23])=[CH:21][CH:20]=2)[CH2:15][CH2:14]1.C(O[C:31](=[O:38])[NH:32][C@@H:33]1[CH2:37][CH2:36][NH:35][CH2:34]1)(C)(C)C.[C:39](O)(=O)[CH:40]=C. No catalyst specified. The product is [C:31]([NH:32][C@H:33]1[CH2:37][CH2:36][N:35]([C:9]2[CH:8]=[CH:7][C:3]([C:4]([NH2:6])=[O:5])=[C:2]([NH:23][C:22]3[CH:21]=[CH:20][C:19]([CH:16]4[CH2:17][CH2:18][N:13]([CH3:12])[CH2:14][CH2:15]4)=[CH:25][CH:24]=3)[N:10]=2)[CH2:34]1)(=[O:38])[CH:39]=[CH2:40]. The yield is 0.380. (6) The reactants are C1(P(C2C=CC=CC=2)C2C=CC=CC=2)C=CC=CC=1.CCOC(/N=N/C(OCC)=O)=O.C1(C)C=CC=CC=1.OC1C=CC(CC(=O)C)=CC=1.[C:50]([O:54][C:55]([N:57]1[CH2:62][CH2:61][CH:60](O)[CH2:59][CH2:58]1)=[O:56])([CH3:53])([CH3:52])[CH3:51]. The catalyst is O1CCCC1. The product is [C:50]([O:54][C:55]([N:57]1[CH2:62][CH2:61][CH2:60][CH2:59][CH2:58]1)=[O:56])([CH3:53])([CH3:51])[CH3:52]. The yield is 0.590. (7) The reactants are [CH3:1][C:2]1[CH:3]=[C:4]([OH:9])[CH:5]=[C:6]([CH3:8])[CH:7]=1.[H-].[Na+].FC[C:14]1[CH:19]=[CH:18][C:17]([N+:20]([O-:22])=[O:21])=[CH:16][C:15]=1[S:23]([N:26]1[CH2:31][CH2:30][N:29]([C:32]([O:34][C:35]([CH3:38])([CH3:37])[CH3:36])=[O:33])[CH2:28][CH2:27]1)(=[O:25])=[O:24].O1CCOC[CH2:40]1. No catalyst specified. The product is [CH3:1][C:2]1[CH:3]=[C:4]([CH:5]=[C:6]([CH3:8])[CH:7]=1)[O:9][C:14]1[CH:19]=[C:18]([CH3:40])[C:17]([N+:20]([O-:22])=[O:21])=[CH:16][C:15]=1[S:23]([N:26]1[CH2:31][CH2:30][N:29]([C:32]([O:34][C:35]([CH3:38])([CH3:36])[CH3:37])=[O:33])[CH2:28][CH2:27]1)(=[O:25])=[O:24]. The yield is 0.741. (8) The reactants are C(OC([NH:8][C@H:9]([C:14]([N:16]([CH3:29])[CH:17]([CH2:26][CH:27]=[CH2:28])/[CH:18]=[C:19](\[CH3:25])/[C:20]([O:22][CH2:23][CH3:24])=[O:21])=[O:15])[C:10]([CH3:13])([CH3:12])[CH3:11])=O)(C)(C)C.Cl.O1CCOCC1. The catalyst is ClCCl. The product is [CH3:25]/[C:19](=[CH:18]\[CH:17]([N:16]([CH3:29])[C:14](=[O:15])[C@H:9]([C:10]([CH3:13])([CH3:12])[CH3:11])[NH2:8])[CH2:26][CH:27]=[CH2:28])/[C:20]([O:22][CH2:23][CH3:24])=[O:21]. The yield is 0.860.